This data is from M1 muscarinic receptor antagonist screen with 61,756 compounds. The task is: Binary Classification. Given a drug SMILES string, predict its activity (active/inactive) in a high-throughput screening assay against a specified biological target. (1) The molecule is Brc1c(C(=O)Nc2n(c(=O)n(c(=O)c2)C)C)cccc1. The result is 0 (inactive). (2) The molecule is o1c(c2ccccc2)cnc1c1cccnc1. The result is 0 (inactive). (3) The molecule is n12[nH]cnc2=NC(CC1c1ccccc1)c1ccc(cc1)CC. The result is 0 (inactive). (4) The compound is S(=O)(=O)(NCc1nc(sc1)C)c1ccc(NC(=O)C)cc1. The result is 0 (inactive). (5) The compound is Clc1c(OCC(=O)Nc2ccc(S(=O)(=O)Nc3onc(c3C)C)cc2)ccc(Cl)c1. The result is 0 (inactive). (6) The result is 0 (inactive). The compound is O(CCCC)C(=O)Nc1ccc(N2CCCCC2)cc1. (7) The compound is S(=O)(=O)(NCCOC)c1cc2c(c3c(oc2=O)cc(S(=O)(=O)NCCOC)cc3)cc1. The result is 0 (inactive).